From a dataset of Catalyst prediction with 721,799 reactions and 888 catalyst types from USPTO. Predict which catalyst facilitates the given reaction. (1) Reactant: C([NH:4][C@:5]1([C:22](NC(C)(C)C)=[O:23])[C@@H:9]([CH2:10][CH2:11][CH2:12][B:13]2[O:17]C(C)(C)C(C)(C)[O:14]2)[CH2:8][NH:7][CH2:6]1)(=O)C.S([O-])([O-])(=O)=O.[Na+].[Na+].[NH:36]1[CH:40]=[C:39]([CH:41]=O)[N:38]=[CH:37]1.C(O[BH-](OC(=O)C)OC(=O)C)(=[O:45])C.[Na+].C(=O)([O-])[O-].[Na+].[Na+]. Product: [NH:36]1[CH:40]=[C:39]([CH2:41][N:7]2[CH2:8][C@H:9]([CH2:10][CH2:11][CH2:12][B:13]([OH:14])[OH:17])[C@:5]([NH2:4])([C:22]([OH:23])=[O:45])[CH2:6]2)[N:38]=[CH:37]1. The catalyst class is: 478. (2) Reactant: [OH:1][C:2]1[CH:10]=[C:9]2[C:5]([CH2:6][CH2:7][C:8]2=[O:11])=[CH:4][C:3]=1[O:12][CH3:13].C([O-])([O-])=O.[K+].[K+].BrC[CH2:22][CH2:23][O:24][CH3:25]. Product: [CH3:13][O:12][C:3]1[CH:4]=[C:5]2[C:9](=[CH:10][C:2]=1[O:1][CH2:22][CH2:23][O:24][CH3:25])[C:8](=[O:11])[CH2:7][CH2:6]2. The catalyst class is: 682. (3) Reactant: [C:1]([NH:4][C:5]1[N:9]([C:10]2[CH:15]=[C:14]([S:16][CH2:17][C:18]([F:21])([F:20])[F:19])[C:13]([CH3:22])=[CH:12][C:11]=2[F:23])[N:8]=[C:7]([OH:24])[CH:6]=1)(=[O:3])[CH3:2].N1C=CC=CC=1.FC(F)(F)S([O-])(=O)=O.[F:39][C:40]([I+]C1C=CC=CC=1)([F:54])[C:41]([F:53])([F:52])[C:42]([F:51])([F:50])[C:43]([F:49])([F:48])[C:44]([F:47])([F:46])[F:45]. Product: [C:1]([NH:4][C:5]1[N:9]([C:10]2[CH:15]=[C:14]([S:16][CH2:17][C:18]([F:19])([F:20])[F:21])[C:13]([CH3:22])=[CH:12][C:11]=2[F:23])[N:8]=[C:7]([O:24][C:40]([F:54])([F:39])[C:41]([F:52])([F:53])[C:42]([F:50])([F:51])[C:43]([F:48])([F:49])[C:44]([F:47])([F:46])[F:45])[CH:6]=1)(=[O:3])[CH3:2]. The catalyst class is: 4. (4) The catalyst class is: 53. Product: [Br:27][CH2:9][C:6]1[N:5]=[C:4]([C:10]2[CH:15]=[CH:14][CH:13]=[C:12]([C:16]([F:19])([F:18])[F:17])[CH:11]=2)[C:3]([O:2][CH3:1])=[CH:8][CH:7]=1. Reactant: [CH3:1][O:2][C:3]1[C:4]([C:10]2[CH:15]=[CH:14][CH:13]=[C:12]([C:16]([F:19])([F:18])[F:17])[CH:11]=2)=[N:5][C:6]([CH3:9])=[CH:7][CH:8]=1.C1C(=O)N([Br:27])C(=O)C1.C(OOC(=O)C1C=CC=CC=1)(=O)C1C=CC=CC=1.